Dataset: HIV replication inhibition screening data with 41,000+ compounds from the AIDS Antiviral Screen. Task: Binary Classification. Given a drug SMILES string, predict its activity (active/inactive) in a high-throughput screening assay against a specified biological target. (1) The compound is COC(=O)c1ccccc1N=Cc1ccc(N(CCC#N)S(=O)(=O)c2ccccc2)cc1. The result is 0 (inactive). (2) The molecule is CCCC(=O)OC1C(C(O)CO)OC2OC(C)(C)OC21. The result is 0 (inactive). (3) The drug is CC(=NNc1ccc([N+](=O)[O-])cc1[N+](=O)[O-])c1ccc(Sc2ccc(C(C)=NNc3ccc([N+](=O)[O-])cc3[N+](=O)[O-])cc2)cc1. The result is 0 (inactive). (4) The compound is COc1cc2c(cc1OC)CC(=NO)c1cc(OC)c(OC)cc1C=C2. The result is 0 (inactive).